The task is: Predict the product of the given reaction.. This data is from Forward reaction prediction with 1.9M reactions from USPTO patents (1976-2016). (1) Given the reactants C(OC([N:8]1[CH2:13][CH2:12][N:11]([C:14]2[N:23]([CH2:24][C:25]3[CH:30]=[CH:29][CH:28]=[CH:27][C:26]=3[O:31][CH3:32])[CH2:22][C:21]3[C:16](=[CH:17][CH:18]=[CH:19][CH:20]=3)[N:15]=2)[CH2:10][CH2:9]1)=O)(C)(C)C.Cl, predict the reaction product. The product is: [CH3:32][O:31][C:26]1[CH:27]=[CH:28][CH:29]=[CH:30][C:25]=1[CH2:24][N:23]1[CH2:22][C:21]2[C:16](=[CH:17][CH:18]=[CH:19][CH:20]=2)[N:15]=[C:14]1[N:11]1[CH2:10][CH2:9][NH:8][CH2:13][CH2:12]1. (2) The product is: [CH:19]([N:18]1[C:14]([C:8]2[S:9][C:10]3[CH2:11][CH2:12][O:13][C:4]4[CH:3]=[C:2]([C:34]5[CH:33]=[N:32][N:31]([CH2:30][C:26]6([CH3:25])[CH2:27][O:28][CH2:29]6)[CH:35]=5)[CH:24]=[CH:23][C:5]=4[C:6]=3[N:7]=2)=[N:15][C:16]([NH2:22])=[N:17]1)([CH3:21])[CH3:20]. Given the reactants Br[C:2]1[CH:24]=[CH:23][C:5]2[C:6]3[N:7]=[C:8]([C:14]4[N:18]([CH:19]([CH3:21])[CH3:20])[N:17]=[C:16]([NH2:22])[N:15]=4)[S:9][C:10]=3[CH2:11][CH2:12][O:13][C:4]=2[CH:3]=1.[CH3:25][C:26]1([CH2:30][N:31]2[CH:35]=[C:34](B3OC(C)(C)C(C)(C)O3)[CH:33]=[N:32]2)[CH2:29][O:28][CH2:27]1, predict the reaction product. (3) The product is: [NH2:1][C:2]1[C:11]2[N:10]=[CH:9][CH:8]=[CH:7][C:6]=2[C:5]2[CH:12]=[CH:13][C:14]([CH2:16][OH:17])=[CH:15][C:4]=2[N:3]=1. Given the reactants [NH2:1][C:2]1[C:11]2[N:10]=[CH:9][CH:8]=[CH:7][C:6]=2[C:5]2[CH:12]=[CH:13][C:14]([C:16](OC)=[O:17])=[CH:15][C:4]=2[N:3]=1.[BH4-].[Na+], predict the reaction product. (4) Given the reactants [N:1]1([C:7]([O:9][CH2:10][C:11]2[CH:16]=[CH:15][CH:14]=[CH:13][CH:12]=2)=[O:8])[CH2:6][CH2:5][NH:4][CH2:3][CH2:2]1.Br[CH2:18][C:19]([O:21][CH3:22])=[O:20], predict the reaction product. The product is: [CH3:22][O:21][C:19](=[O:20])[CH2:18][N:4]1[CH2:5][CH2:6][N:1]([C:7]([O:9][CH2:10][C:11]2[CH:16]=[CH:15][CH:14]=[CH:13][CH:12]=2)=[O:8])[CH2:2][CH2:3]1. (5) Given the reactants [C:1]([O:8][CH:9]1[CH2:14][CH2:13][N:12]([C:15]2[S:16][C:17](/[CH:20]=[C:21](\[C:32]#[N:33])/[C:22]3[CH:27]=[CH:26][C:25]([O:28][CH3:29])=[C:24]([O:30][CH3:31])[CH:23]=3)=[CH:18][CH:19]=2)[CH2:11][CH2:10]1)(=[O:7])[CH2:2][CH2:3][C:4]([O-:6])=O.ClC1N=C(OC)N=C(OC)N=1.CN1CCOCC1.[CH2:52]([N:54]([CH2:62][CH3:63])[C:55]1[CH:60]=[CH:59][C:58]([NH2:61])=[CH:57][CH:56]=1)[CH3:53], predict the reaction product. The product is: [CH2:62]([N:54]([CH2:52][CH3:53])[C:55]1[CH:60]=[CH:59][C:58]([NH:61][C:4](=[O:6])[CH2:3][CH2:2][C:1]([O:8][CH:9]2[CH2:14][CH2:13][N:12]([C:15]3[S:16][C:17](/[CH:20]=[C:21](\[C:32]#[N:33])/[C:22]4[CH:27]=[CH:26][C:25]([O:28][CH3:29])=[C:24]([O:30][CH3:31])[CH:23]=4)=[CH:18][CH:19]=3)[CH2:11][CH2:10]2)=[O:7])=[CH:57][CH:56]=1)[CH3:63]. (6) Given the reactants C([N:4]1[C:12]2[C:7](=[CH:8][CH:9]=[CH:10][CH:11]=2)[C:6](O)=[CH:5]1)(=O)C.[N+:14]([C:17]1[CH:23]=[CH:22][C:20]([NH2:21])=[CH:19][CH:18]=1)([O-:16])=[O:15], predict the reaction product. The product is: [N+:14]([C:17]1[CH:23]=[CH:22][C:20]([NH:21][C:6]2[C:7]3[C:12](=[CH:11][CH:10]=[CH:9][CH:8]=3)[NH:4][CH:5]=2)=[CH:19][CH:18]=1)([O-:16])=[O:15].